Dataset: Forward reaction prediction with 1.9M reactions from USPTO patents (1976-2016). Task: Predict the product of the given reaction. (1) Given the reactants Br[C:2]1[CH:7]=[CH:6][C:5]([C:8]2[N:9]([CH2:14][C@@H:15]3[CH2:19][CH2:18][N:17]([C:20]([CH:22]4[CH2:24][CH2:23]4)=[O:21])[CH2:16]3)[C:10](=[O:13])[NH:11][N:12]=2)=[C:4]([F:25])[CH:3]=1.C([O-])(=O)C.[K+].B1(B2OC(C)(C)C(C)(C)O2)OC(C)(C)C(C)(C)O1.B(O)O.Br[C:53]1[CH:60]=[CH:59][C:56]([C:57]#[N:58])=[CH:55][C:54]=1[F:61].C([O-])([O-])=O.[K+].[K+].Cl, predict the reaction product. The product is: [CH:22]1([C:20]([N:17]2[CH2:18][CH2:19][C@@H:15]([CH2:14][N:9]3[C:10](=[O:13])[NH:11][N:12]=[C:8]3[C:5]3[CH:6]=[CH:7][C:2]([C:53]4[CH:60]=[CH:59][C:56]([C:57]#[N:58])=[CH:55][C:54]=4[F:61])=[CH:3][C:4]=3[F:25])[CH2:16]2)=[O:21])[CH2:24][CH2:23]1. (2) Given the reactants [CH2:1]([O:8][C:9]1[CH:14]=[C:13]([F:15])[CH:12]=[CH:11][C:10]=1[CH2:16]O)[C:2]1[CH:7]=[CH:6][CH:5]=[CH:4][CH:3]=1.CS([Cl:22])(=O)=O.C(N(CC)CC)C, predict the reaction product. The product is: [Cl:22][CH2:16][C:10]1[CH:11]=[CH:12][C:13]([F:15])=[CH:14][C:9]=1[O:8][CH2:1][C:2]1[CH:7]=[CH:6][CH:5]=[CH:4][CH:3]=1. (3) Given the reactants Cl[C:2]1[C:7]([N+:8]([O-:10])=[O:9])=[CH:6][CH:5]=[CH:4][N:3]=1.Cl.[NH2:12][CH2:13][C:14]([O:16][CH2:17][CH3:18])=[O:15].C(N(CC)CC)C, predict the reaction product. The product is: [N+:8]([C:7]1[C:2]([NH:12][CH2:13][C:14]([O:16][CH2:17][CH3:18])=[O:15])=[N:3][CH:4]=[CH:5][CH:6]=1)([O-:10])=[O:9]. (4) Given the reactants [CH3:1][C:2]1[CH:7]=[CH:6][C:5]([CH3:8])=[CH:4][C:3]=1[OH:9].[C:10]1(O)(C)[CH:15]=[CH:14][C:13](C)=[CH:12][CH2:11]1.[OH-].[Na+].C(Br)CCCCC, predict the reaction product. The product is: [CH3:1][C:2]1[CH:7]=[CH:6][C:5]([CH3:8])=[CH:4][C:3]=1[O:9][CH2:14][CH2:15][CH2:10][CH2:11][CH2:12][CH3:13]. (5) Given the reactants [Br:1][CH2:2][C:3]1[C:12]2[C:7](=[CH:8][CH:9]=[CH:10][CH:11]=2)[CH:6]=[CH:5][C:4]=1[CH2:13]Br.ClCC1C(C)=C(CCl)C(C)=CC=1C.[NH2:28][C:29]([NH2:31])=[S:30], predict the reaction product. The product is: [BrH:1].[BrH:1].[C:29]([S:30][CH2:2][C:3]1[C:12]2[C:7](=[CH:8][CH:9]=[CH:10][CH:11]=2)[CH:6]=[CH:5][C:4]=1[CH2:13][S:30][C:29](=[NH:28])[NH2:31])(=[NH:31])[NH2:28]. (6) Given the reactants [CH3:1][N:2]1[CH:6]=[C:5]([CH2:7][OH:8])[C:4]([C:9]([F:12])([F:11])[F:10])=[N:3]1.CS(C)=O.C(Cl)(=O)C(Cl)=O.C(N(CC)CC)C, predict the reaction product. The product is: [CH3:1][N:2]1[CH:6]=[C:5]([CH:7]=[O:8])[C:4]([C:9]([F:10])([F:11])[F:12])=[N:3]1.